From a dataset of Forward reaction prediction with 1.9M reactions from USPTO patents (1976-2016). Predict the product of the given reaction. (1) Given the reactants [Br:1][C:2]1[CH:7]=[CH:6][CH:5]=[CH:4][C:3]=1[CH2:8][N:9]1[C:14](=[O:15])[C:13]([C:16]([NH:18][CH2:19][C:20]([O:22]CC)=[O:21])=[O:17])=[C:12]([OH:25])[C:11]([C:26](OC)=[O:27])=[C:10]1[OH:30].[NH2:31][C:32]1[CH:33]=[N:34][CH:35]=[CH:36][CH:37]=1.Cl, predict the reaction product. The product is: [Br:1][C:2]1[CH:7]=[CH:6][CH:5]=[CH:4][C:3]=1[CH2:8][N:9]1[C:10]([OH:30])=[C:11]([C:26]([NH:31][C:32]2[CH:33]=[N:34][CH:35]=[CH:36][CH:37]=2)=[O:27])[C:12]([OH:25])=[C:13]([C:16]([NH:18][CH2:19][C:20]([OH:22])=[O:21])=[O:17])[C:14]1=[O:15]. (2) Given the reactants [NH2:1][C:2]1[CH:10]=[CH:9][C:5]([C:6]([OH:8])=[O:7])=[C:4]([N+:11]([O-:13])=[O:12])[CH:3]=1.C(=O)([O-])[O-].[Na+].[Na+].[CH:20]1[C:32]2[CH:31]([CH2:33][O:34][C:35](Cl)=[O:36])[C:30]3[C:25](=[CH:26][CH:27]=[CH:28][CH:29]=3)[C:24]=2[CH:23]=[CH:22][CH:21]=1.O1CCOCC1, predict the reaction product. The product is: [CH:20]1[C:32]2[CH:31]([CH2:33][O:34][C:35]([NH:1][C:2]3[CH:10]=[CH:9][C:5]([C:6]([OH:8])=[O:7])=[C:4]([N+:11]([O-:13])=[O:12])[CH:3]=3)=[O:36])[C:30]3[C:25](=[CH:26][CH:27]=[CH:28][CH:29]=3)[C:24]=2[CH:23]=[CH:22][CH:21]=1. (3) The product is: [F:19][C:16]1[CH:17]=[CH:18][C:13]([N:9]2[C:8]([C:6]3[CH:5]=[CH:4][N:3]=[C:2]([NH2:50])[CH:7]=3)=[CH:12][CH:11]=[N:10]2)=[CH:14][CH:15]=1. Given the reactants Cl[C:2]1[CH:7]=[C:6]([C:8]2[N:9]([C:13]3[CH:18]=[CH:17][C:16]([F:19])=[CH:15][CH:14]=3)[N:10]=[CH:11][CH:12]=2)[CH:5]=[CH:4][N:3]=1.C1(P(C2CCCCC2)C2C=CC=CC=2C2C=CC=CC=2)CCCCC1.[Li+].C[Si]([N-:50][Si](C)(C)C)(C)C.Cl, predict the reaction product. (4) The product is: [Cl:16][C:6]1[C:5]([O:17][CH3:18])=[C:4]([CH:9]=[C:8]([O:10][CH2:11][CH:12]=[C:13]([Cl:14])[Cl:15])[CH:7]=1)[C:3]([OH:19])=[O:2]. Given the reactants C[O:2][C:3](=[O:19])[C:4]1[CH:9]=[C:8]([O:10][CH2:11][CH:12]=[C:13]([Cl:15])[Cl:14])[CH:7]=[C:6]([Cl:16])[C:5]=1[O:17][CH3:18].[OH-].[Na+], predict the reaction product. (5) Given the reactants [Cl:1][C:2]1[CH:3]=[C:4]([C:9]2[N:14]=[C:13]3[CH2:15][CH2:16][CH2:17][C:12]3=[C:11]([NH:18][C:19]3[CH:24]=[CH:23][C:22]([CH2:25][C:26]([O:28]CC)=O)=[CH:21][CH:20]=3)[CH:10]=2)[CH:5]=[CH:6][C:7]=1[F:8].[NH3:31], predict the reaction product. The product is: [ClH:1].[Cl:1][C:2]1[CH:3]=[C:4]([C:9]2[N:14]=[C:13]3[CH2:15][CH2:16][CH2:17][C:12]3=[C:11]([NH:18][C:19]3[CH:24]=[CH:23][C:22]([CH2:25][C:26]([NH2:31])=[O:28])=[CH:21][CH:20]=3)[CH:10]=2)[CH:5]=[CH:6][C:7]=1[F:8]. (6) The product is: [Si:13]([O:1][CH2:2][C:3]1[N:4]=[C:5]([N:8]2[CH2:11][CH:10]([OH:12])[CH2:9]2)[S:6][CH:7]=1)([C:16]([CH3:19])([CH3:18])[CH3:17])([CH3:15])[CH3:14]. Given the reactants [OH:1][CH2:2][C:3]1[N:4]=[C:5]([N:8]2[CH2:11][CH:10]([OH:12])[CH2:9]2)[S:6][CH:7]=1.[Si:13](Cl)([C:16]([CH3:19])([CH3:18])[CH3:17])([CH3:15])[CH3:14].N1C=CN=C1.CO, predict the reaction product. (7) The product is: [NH2:12][C:4]1[N:3]=[C:2]([NH:17][CH2:16][CH:15]([OH:14])[CH2:18][CH2:19][CH3:20])[C:11]2[CH2:10][CH2:9][CH2:8][CH2:7][C:6]=2[N:5]=1. Given the reactants Cl[C:2]1[C:11]2[CH2:10][CH2:9][CH2:8][CH2:7][C:6]=2[N:5]=[C:4]([NH2:12])[N:3]=1.Cl.[OH:14][CH:15]([CH2:18][CH2:19][CH3:20])[CH2:16][NH2:17].C(N(CC)CC)C.N, predict the reaction product. (8) Given the reactants [Br:1][C:2]1[CH:7]=[CH:6][C:5]([CH2:8][OH:9])=[C:4]([F:10])[CH:3]=1.[C:11]([Si:15](Cl)([CH3:17])[CH3:16])([CH3:14])([CH3:13])[CH3:12].N1C=CN=C1, predict the reaction product. The product is: [Br:1][C:2]1[CH:7]=[CH:6][C:5]([CH2:8][O:9][Si:15]([C:11]([CH3:14])([CH3:13])[CH3:12])([CH3:17])[CH3:16])=[C:4]([F:10])[CH:3]=1.